This data is from Full USPTO retrosynthesis dataset with 1.9M reactions from patents (1976-2016). The task is: Predict the reactants needed to synthesize the given product. Given the product [Br:12][C:5]1[C:6]2[C:11](=[CH:10][CH:9]=[CH:8][CH:7]=2)[C:2]([N:13]2[CH2:17][CH2:16][CH2:15][CH2:14]2)=[CH:3][CH:4]=1, predict the reactants needed to synthesize it. The reactants are: Br[C:2]1[C:11]2[C:6](=[CH:7][CH:8]=[CH:9][CH:10]=2)[C:5]([Br:12])=[CH:4][CH:3]=1.[NH:13]1[CH2:17][CH2:16][CH2:15][CH2:14]1.C1C=CC(P(C2C=CC3C(=CC=CC=3)C=2C2C3C(=CC=CC=3)C=CC=2P(C2C=CC=CC=2)C2C=CC=CC=2)C2C=CC=CC=2)=CC=1.CC(C)([O-])C.[Na+].C1(C)C=CC=CC=1.